Dataset: Forward reaction prediction with 1.9M reactions from USPTO patents (1976-2016). Task: Predict the product of the given reaction. (1) Given the reactants [Br:1][C:2]1[CH:7]=[CH:6][CH:5]=[CH:4][C:3]=1[S:8](Cl)(=[O:10])=[O:9].[C:12]([NH:15][CH:16]1[CH2:21][CH2:20][NH:19][CH2:18][CH2:17]1)(=[O:14])[CH3:13].C(N(C(C)C)CC)(C)C, predict the reaction product. The product is: [Br:1][C:2]1[CH:7]=[CH:6][CH:5]=[CH:4][C:3]=1[S:8]([N:19]1[CH2:20][CH2:21][CH:16]([NH:15][C:12](=[O:14])[CH3:13])[CH2:17][CH2:18]1)(=[O:10])=[O:9]. (2) Given the reactants CC1(C)C(C)(C)OB([C:9]2[CH:10]=[N:11][C:12]([N:17]3[CH2:22][CH2:21][N:20]([C:23]4[O:24][C:25]([C:28]([F:31])([F:30])[F:29])=[N:26][N:27]=4)[CH2:19][CH2:18]3)=[C:13]([CH:16]=2)[C:14]#[N:15])O1.Br[C:34]1[CH:39]=[CH:38][C:37]([N:40]2[C:44](=[O:45])[N:43]([CH:46]([CH3:48])[CH3:47])[N:42]=[CH:41]2)=[CH:36][CH:35]=1.C(=O)([O-])[O-].[Na+].[Na+], predict the reaction product. The product is: [CH:46]([N:43]1[C:44](=[O:45])[N:40]([C:37]2[CH:38]=[CH:39][C:34]([C:9]3[CH:10]=[N:11][C:12]([N:17]4[CH2:22][CH2:21][N:20]([C:23]5[O:24][C:25]([C:28]([F:29])([F:30])[F:31])=[N:26][N:27]=5)[CH2:19][CH2:18]4)=[C:13]([CH:16]=3)[C:14]#[N:15])=[CH:35][CH:36]=2)[CH:41]=[N:42]1)([CH3:48])[CH3:47]. (3) Given the reactants C([Si]([O:8][CH2:9][CH2:10][O:11][C:12]1[CH:17]=[CH:16][CH:15]=[CH:14][C:13]=1I)(C)C)(C)(C)C.Br[C:20]([F:27])([F:26])[C:21]([O:23][CH2:24][CH3:25])=[O:22].[Cl-].[NH4+], predict the reaction product. The product is: [F:26][C:20]([F:27])([C:13]1[CH:14]=[CH:15][CH:16]=[CH:17][C:12]=1[O:11][CH2:10][CH2:9][OH:8])[C:21]([O:23][CH2:24][CH3:25])=[O:22].